Dataset: Forward reaction prediction with 1.9M reactions from USPTO patents (1976-2016). Task: Predict the product of the given reaction. (1) Given the reactants [Cl:1][C:2]1[CH:7]=[CH:6][C:5]([C:8]2[CH:13]=[C:12]([C:14]([OH:17])([CH3:16])[CH3:15])[N:11]3[N:18]=[CH:19][C:20]([C:21]#[CH:22])=[C:10]3[N:9]=2)=[CH:4][CH:3]=1.Br[C:24]1[CH:31]=[CH:30][C:27]([CH2:28][OH:29])=[CH:26][CH:25]=1, predict the reaction product. The product is: [Cl:1][C:2]1[CH:7]=[CH:6][C:5]([C:8]2[CH:13]=[C:12]([C:14]([OH:17])([CH3:16])[CH3:15])[N:11]3[N:18]=[CH:19][C:20]([C:21]#[C:22][C:24]4[CH:31]=[CH:30][C:27]([CH2:28][OH:29])=[CH:26][CH:25]=4)=[C:10]3[N:9]=2)=[CH:4][CH:3]=1. (2) The product is: [CH3:1][O:2][C:3]1[CH:4]=[CH:5][C:6]([C:9]2([C:15]3[CH:16]=[CH:17][C:18]([O:21][CH3:22])=[CH:19][CH:20]=3)[CH2:14][CH2:13][NH:12][CH2:11][CH2:10]2)=[CH:7][CH:8]=1.[NH2:28][CH2:27][CH2:26][CH2:25][N:12]1[CH2:13][CH2:14][C:9]([C:15]2[CH:16]=[CH:17][C:18]([O:21][CH3:22])=[CH:19][CH:20]=2)([C:6]2[CH:5]=[CH:4][C:3]([O:2][CH3:1])=[CH:8][CH:7]=2)[CH2:10][CH2:11]1. Given the reactants [CH3:1][O:2][C:3]1[CH:8]=[CH:7][C:6]([C:9]2([C:15]3[CH:20]=[CH:19][C:18]([O:21][CH3:22])=[CH:17][CH:16]=3)[CH2:14][CH2:13][NH:12][CH2:11][CH2:10]2)=[CH:5][CH:4]=1.Br.Br[CH2:25][CH2:26][CH2:27][NH2:28].C(=O)([O-])[O-].[K+].[K+], predict the reaction product. (3) Given the reactants [NH2:1][C:2]1[CH:3]2[C:10]([C:11]3[CH:16]=[CH:15][C:14]([CH3:17])=[CH:13][CH:12]=3)=[N:9][N:8]([CH2:18][CH2:19][CH2:20][CH2:21][O:22]C(=O)C)[CH:4]2[N:5]=[CH:6][N:7]=1, predict the reaction product. The product is: [NH2:1][C:2]1[CH:3]2[C:10]([C:11]3[CH:12]=[CH:13][C:14]([CH3:17])=[CH:15][CH:16]=3)=[N:9][N:8]([CH2:18][CH2:19][CH2:20][CH2:21][OH:22])[CH:4]2[N:5]=[CH:6][N:7]=1. (4) Given the reactants [N:1]1([C:6]2[CH:11]=[CH:10][C:9]([C:12]34[CH2:21][CH:16]5[CH2:17][C:18]([NH2:20])([CH2:19]3)[CH:14]([CH2:15]5)[CH2:13]4)=[CH:8][CH:7]=2)[CH:5]=[CH:4][CH:3]=[CH:2]1.C([O-])([O-])=O.[K+].[K+].Cl[CH2:29][C:30]([N:32]1[CH2:36][CH2:35][CH2:34][C@H:33]1[C:37]#[N:38])=[O:31], predict the reaction product. The product is: [N:1]1([C:6]2[CH:7]=[CH:8][C:9]([C:12]34[CH2:21][CH:16]5[CH2:17][C:18]([NH:20][CH2:29][C:30]([N:32]6[CH2:36][CH2:35][CH2:34][C@H:33]6[C:37]#[N:38])=[O:31])([CH2:19]3)[CH:14]([CH2:15]5)[CH2:13]4)=[CH:10][CH:11]=2)[CH:5]=[CH:4][CH:3]=[CH:2]1. (5) The product is: [O:1]=[C:2]1[NH:7][C:6](=[O:8])[CH:5]=[N:4][N:3]1[C:9]1[CH:10]=[CH:11][C:12]([CH3:18])=[C:13]([CH:17]=1)[C:14]([NH:20][CH2:21][C:22]1([OH:29])[CH2:28][CH2:27][CH2:26][CH2:25][CH2:24][CH2:23]1)=[O:16]. Given the reactants [O:1]=[C:2]1[NH:7][C:6](=[O:8])[CH:5]=[N:4][N:3]1[C:9]1[CH:10]=[CH:11][C:12]([CH3:18])=[C:13]([CH:17]=1)[C:14]([OH:16])=O.Cl.[NH2:20][CH2:21][C:22]1([OH:29])[CH2:28][CH2:27][CH2:26][CH2:25][CH2:24][CH2:23]1.CCN=C=NCCCN(C)C.Cl.Cl, predict the reaction product. (6) Given the reactants [CH2:1]([O:3][C:4]([C:6]1[C:14]2[C:9](=[CH:10][CH:11]=[C:12]([OH:15])[CH:13]=2)[N:8]([C:16]2[CH:21]=[CH:20][C:19]([O:22][CH:23]([CH3:25])[CH3:24])=[CH:18][CH:17]=2)[C:7]=1[CH2:26][C:27]([O:29][CH2:30][CH3:31])=[O:28])=[O:5])[CH3:2].CCN(CC)CC.N1C=CC=CC=1.[F:45][C:46]([F:57])([F:56])[C:47]1[CH:52]=[CH:51][C:50](B(O)O)=[CH:49][CH:48]=1, predict the reaction product. The product is: [CH2:1]([O:3][C:4]([C:6]1[C:14]2[C:9](=[CH:10][CH:11]=[C:12]([O:15][C:50]3[CH:51]=[CH:52][C:47]([C:46]([F:57])([F:56])[F:45])=[CH:48][CH:49]=3)[CH:13]=2)[N:8]([C:16]2[CH:21]=[CH:20][C:19]([O:22][CH:23]([CH3:24])[CH3:25])=[CH:18][CH:17]=2)[C:7]=1[CH2:26][C:27]([O:29][CH2:30][CH3:31])=[O:28])=[O:5])[CH3:2]. (7) Given the reactants [CH2:1](OP(O)(O)=O)[C@@H:2]([OH:6])[C:3]([OH:5])=[O:4].[CH2:12](O)[CH2:13][CH2:14]CC.[CH2:18]([OH:24])[CH2:19][CH2:20][CH2:21][CH2:22][CH3:23].[CH2:25]([OH:32])[CH2:26][CH2:27][CH2:28][CH2:29][CH2:30][CH3:31], predict the reaction product. The product is: [O:6]=[C:2]([CH2:1][CH2:12][CH2:13][CH3:14])[C:3]([O-:5])=[O:4].[O:24]=[C:18]([CH2:19][CH2:20][CH2:21][CH2:22][CH3:23])[C:3]([O-:5])=[O:4].[O:32]=[C:25]([CH2:26][CH2:27][CH2:28][CH2:29][CH2:30][CH3:31])[C:3]([O-:5])=[O:4]. (8) Given the reactants [NH:1]1[CH2:6][CH2:5][C:4](=[O:7])[CH2:3][CH2:2]1.[C:8]([O:11][CH:12](Br)[C:13]1[CH:18]=[CH:17][CH:16]=[CH:15][CH:14]=1)(=[O:10])[CH3:9].C([O-])([O-])=O.[K+].[K+].CCN(CC)CC, predict the reaction product. The product is: [O:7]=[C:4]1[CH2:5][CH2:6][N:1]([CH2:9][C:8]([O:11][CH2:12][C:13]2[CH:18]=[CH:17][CH:16]=[CH:15][CH:14]=2)=[O:10])[CH2:2][CH2:3]1.